From a dataset of Catalyst prediction with 721,799 reactions and 888 catalyst types from USPTO. Predict which catalyst facilitates the given reaction. (1) Reactant: [OH:1][C:2]1[C:7]([O:8][CH3:9])=[CH:6][CH:5]=[CH:4][C:3]=1[NH:10][C:11]([C:13]1[CH:17]=[C:16]([CH3:18])[S:15][C:14]=1Br)=[O:12].C[O-].[Na+].O.Cl. Product: [CH3:18][C:16]1[S:15][C:14]2[O:1][C:2]3[C:7]([O:8][CH3:9])=[CH:6][CH:5]=[CH:4][C:3]=3[NH:10][C:11](=[O:12])[C:13]=2[CH:17]=1. The catalyst class is: 9. (2) Reactant: [Cl:1][C:2]1[CH:7]=[C:6]([F:8])[CH:5]=[CH:4][C:3]=1[N:9]([CH2:24][O:25][C:26]([NH:28][C@@H:29]([C:34]([O:36]CC1C=CC=CC=1)=[O:35])[CH2:30][CH:31]([CH3:33])[CH3:32])=[O:27])[S:10]([CH:13]1[CH2:18][CH2:17][CH2:16][CH:15]=[C:14]1[C:19]([O:21][CH2:22][CH3:23])=[O:20])(=[O:12])=[O:11]. Product: [Cl:1][C:2]1[CH:7]=[C:6]([F:8])[CH:5]=[CH:4][C:3]=1[N:9]([CH2:24][O:25][C:26]([NH:28][C@@H:29]([C:34]([OH:36])=[O:35])[CH2:30][CH:31]([CH3:33])[CH3:32])=[O:27])[S:10]([CH:13]1[CH2:18][CH2:17][CH2:16][CH:15]=[C:14]1[C:19]([O:21][CH2:22][CH3:23])=[O:20])(=[O:11])=[O:12]. The catalyst class is: 129. (3) Reactant: [F:1][C:2]([F:14])([F:13])[S:3][C:4]1[CH:12]=[CH:11][C:7]([C:8]([OH:10])=[O:9])=[CH:6][CH:5]=1.C(O)(=[O:17])C.[Mn]([O-])(=O)(=O)=O.[K+].[OH2:25]. Product: [F:14][C:2]([F:13])([F:1])[S:3]([C:4]1[CH:12]=[CH:11][C:7]([C:8]([OH:10])=[O:9])=[CH:6][CH:5]=1)(=[O:17])=[O:25]. The catalyst class is: 13.